From a dataset of Reaction yield outcomes from USPTO patents with 853,638 reactions. Predict the reaction yield, written as a fraction of the theoretical maximum amount of product (1.0 means a 100% yield; for example, 0.34 means a 34% yield). (1) The reactants are [CH2:1]([N:8]1[CH2:13][CH2:12][C:11]([C:22]2[CH:31]=[CH:30][C:25]([C:26](NC)=O)=[CH:24][CH:23]=2)([C:14]2[CH:19]=[CH:18][CH:17]=[C:16]([O:20][CH3:21])[CH:15]=2)[CH2:10][CH2:9]1)[C:2]1[CH:7]=[CH:6][CH:5]=[CH:4][CH:3]=1.N1C=CC=CC=1.S(OS(C(F)(F)F)(=O)=O)(C(F)(F)F)(=O)=O.[NH2:53][C:54]([CH3:58])([CH3:57])[CH2:55][OH:56]. The catalyst is C(Cl)Cl.O. The product is [CH2:1]([N:8]1[CH2:9][CH2:10][C:11]([C:22]2[CH:23]=[CH:24][C:25]([C:26]3[O:56][CH2:55][C:54]([CH3:58])([CH3:57])[N:53]=3)=[CH:30][CH:31]=2)([C:14]2[CH:19]=[CH:18][CH:17]=[C:16]([O:20][CH3:21])[CH:15]=2)[CH2:12][CH2:13]1)[C:2]1[CH:3]=[CH:4][CH:5]=[CH:6][CH:7]=1. The yield is 0.680. (2) The reactants are [CH2:1]([O:3][C:4]([C:6]1[NH:7][C:8]2[C:13]([CH:14]=1)=[CH:12][C:11]([Cl:15])=[CH:10][C:9]=2[CH3:16])=[O:5])[CH3:2].[C:17](O[C:17]([O:19][C:20]([CH3:23])([CH3:22])[CH3:21])=[O:18])([O:19][C:20]([CH3:23])([CH3:22])[CH3:21])=[O:18].CCN(CC)CC.Cl. The catalyst is C(Cl)Cl.CN(C1C=CN=CC=1)C. The product is [CH3:2][CH2:1][O:3][C:4]([C:6]1[N:7]([C:17]([O:19][C:20]([CH3:23])([CH3:22])[CH3:21])=[O:18])[C:8]2[C:13]([CH:14]=1)=[CH:12][C:11]([Cl:15])=[CH:10][C:9]=2[CH3:16])=[O:5]. The yield is 0.970. (3) The reactants are [N+:1]([C:4]1[NH:8][N:7]=[C:6]([C:9]([OH:11])=[O:10])[CH:5]=1)([O-:3])=[O:2].S(Cl)(Cl)=O.[CH3:16]O. No catalyst specified. The product is [CH3:16][O:10][C:9]([C:6]1[CH:5]=[C:4]([N+:1]([O-:3])=[O:2])[NH:8][N:7]=1)=[O:11]. The yield is 0.980. (4) The reactants are [OH:1][C:2]1[CH:9]=[CH:8][C:5]([C:6]#[N:7])=[CH:4][CH:3]=1.Br[CH2:11][CH2:12][CH2:13][CH2:14][CH2:15][Cl:16]. No catalyst specified. The product is [Cl:16][CH2:15][CH2:14][CH2:13][CH2:12][CH2:11][O:1][C:2]1[CH:9]=[CH:8][C:5]([C:6]#[N:7])=[CH:4][CH:3]=1. The yield is 0.900. (5) The reactants are [Cl:1][C:2]1[CH:7]=[C:6]([F:8])[CH:5]=[CH:4][C:3]=1[C:9]1[C:10]2[N:11]([N:15]=[C:16]([NH:18][CH:19]3[CH2:24][CH2:23][N:22](C(OC(C)(C)C)=O)[CH2:21][CH2:20]3)[N:17]=2)[CH:12]=[CH:13][CH:14]=1.Cl. The catalyst is O1CCCC1.CO. The product is [Cl:1][C:2]1[CH:7]=[C:6]([F:8])[CH:5]=[CH:4][C:3]=1[C:9]1[C:10]2[N:11]([N:15]=[C:16]([NH:18][CH:19]3[CH2:24][CH2:23][NH:22][CH2:21][CH2:20]3)[N:17]=2)[CH:12]=[CH:13][CH:14]=1. The yield is 0.980. (6) The reactants are [CH3:1][O:2][C:3]1[CH:8]=[C:7]([N+:9]([O-])=O)[CH:6]=[CH:5][C:4]=1[C:12]1[S:13][C:14]2[CH:20]=[CH:19][CH:18]=[CH:17][C:15]=2[N:16]=1.O.O.[Sn](Cl)Cl.CCCCCC.C1COCC1. The catalyst is CCO. The product is [NH2:9][C:7]1[CH:6]=[CH:5][C:4]([C:12]2[S:13][C:14]3[CH:20]=[CH:19][CH:18]=[CH:17][C:15]=3[N:16]=2)=[C:3]([O:2][CH3:1])[CH:8]=1. The yield is 0.960.